This data is from Reaction yield outcomes from USPTO patents with 853,638 reactions. The task is: Predict the reaction yield, written as a fraction of the theoretical maximum amount of product (1.0 means a 100% yield; for example, 0.34 means a 34% yield). (1) The reactants are [Br:1][C:2]1[CH:3]=[C:4]2[N:10]=[C:9]([NH2:11])[S:8][C:5]2=[N:6][CH:7]=1.C(N(CC)CC)C.[CH2:19]([N:22]=[C:23]=[O:24])[CH:20]=[CH2:21]. The catalyst is O1CCCC1. The product is [CH2:19]([NH:22][C:23]([NH:11][C:9]1[S:8][C:5]2[C:4]([N:10]=1)=[CH:3][C:2]([Br:1])=[CH:7][N:6]=2)=[O:24])[CH:20]=[CH2:21]. The yield is 0.830. (2) The catalyst is C1C=CC(P(C2C=CC=CC=2)[C-]2C=CC=C2)=CC=1.C1C=CC(P(C2C=CC=CC=2)[C-]2C=CC=C2)=CC=1.Cl[Pd]Cl.[Fe+2]. The product is [CH2:1]([O:3][C:4](=[O:39])[CH2:5][CH2:6][CH2:7][O:8][C:9]1[CH:14]=[CH:13][CH:12]=[C:11]([CH2:15][CH2:16][CH2:17][CH2:18][CH2:19][CH2:20][O:21][C:22]2[CH:27]=[C:26]([C:45]3[CH:44]=[CH:43][CH:42]=[C:41]([F:40])[CH:46]=3)[CH:25]=[C:24]([C:29](=[O:31])[CH3:30])[CH:23]=2)[C:10]=1[CH2:32][CH2:33][C:34]([O:36][CH2:37][CH3:38])=[O:35])[CH3:2]. The reactants are [CH2:1]([O:3][C:4](=[O:39])[CH2:5][CH2:6][CH2:7][O:8][C:9]1[CH:14]=[CH:13][CH:12]=[C:11]([CH2:15][CH2:16][CH2:17][CH2:18][CH2:19][CH2:20][O:21][C:22]2[CH:27]=[C:26](Br)[CH:25]=[C:24]([C:29](=[O:31])[CH3:30])[CH:23]=2)[C:10]=1[CH2:32][CH2:33][C:34]([O:36][CH2:37][CH3:38])=[O:35])[CH3:2].[F:40][C:41]1[CH:42]=[C:43](B(O)O)[CH:44]=[CH:45][CH:46]=1.C(=O)([O-])[O-].[Cs+].[Cs+]. The yield is 0.930. (3) The reactants are [Cl:1][C:2]1[CH:18]=[C:17]([F:19])[C:16]([NH2:20])=[CH:15][C:3]=1[C:4]([NH:6][S:7]([N:10]([CH:12]([CH3:14])[CH3:13])[CH3:11])(=[O:9])=[O:8])=[O:5].Cl[C:22]([O:24][CH2:25][CH3:26])=[O:23]. The catalyst is C1(C)C=CC=CC=1. The product is [Cl:1][C:2]1[CH:18]=[C:17]([F:19])[C:16]([NH:20][C:22]([O:24][CH2:25][CH3:26])=[O:23])=[CH:15][C:3]=1[C:4]([NH:6][S:7]([N:10]([CH:12]([CH3:14])[CH3:13])[CH3:11])(=[O:9])=[O:8])=[O:5]. The yield is 0.993. (4) The reactants are Cl[C:2]1[N:7]=[CH:6][C:5]([C:8]([O:10][CH3:11])=[O:9])=[CH:4][N:3]=1.[Cl:12][C:13]1[CH:18]=[CH:17][C:16]([C:19]#[CH:20])=[CH:15][CH:14]=1. No catalyst specified. The product is [Cl:12][C:13]1[CH:18]=[CH:17][C:16]([C:19]#[C:20][C:2]2[N:7]=[CH:6][C:5]([C:8]([O:10][CH3:11])=[O:9])=[CH:4][N:3]=2)=[CH:15][CH:14]=1. The yield is 0.260. (5) The reactants are [O:1]=[S:2]1(=[O:30])[CH2:7][CH2:6][N:5]([C:8]([C:10]2[NH:11][C:12]3[C:17]([CH:18]=2)=[CH:16][C:15]([C:19]([N:21]2[CH2:26][CH2:25][N:24]([CH:27]([CH3:29])[CH3:28])[CH2:23][CH2:22]2)=[O:20])=[CH:14][CH:13]=3)=[O:9])[CH2:4][CH2:3]1.[Cl:31][C:32]1[CH:33]=[C:34](B(O)O)[CH:35]=[CH:36][CH:37]=1.N1C=CC=CC=1. The catalyst is ClCCl.C([O-])(=O)C.[Cu+2].C([O-])(=O)C. The product is [Cl:31][C:32]1[CH:37]=[C:36]([N:11]2[C:12]3[C:17](=[CH:16][C:15]([C:19]([N:21]4[CH2:22][CH2:23][N:24]([CH:27]([CH3:28])[CH3:29])[CH2:25][CH2:26]4)=[O:20])=[CH:14][CH:13]=3)[CH:18]=[C:10]2[C:8]([N:5]2[CH2:6][CH2:7][S:2](=[O:1])(=[O:30])[CH2:3][CH2:4]2)=[O:9])[CH:35]=[CH:34][CH:33]=1. The yield is 0.210. (6) The reactants are [Cl:1][C:2]1[CH:7]=[CH:6][C:5]([O:8][C:9]2[CH:14]=[CH:13][C:12]([CH2:15][CH2:16][O:17][C:18]3[NH:19][CH:20]=[C:21]([CH2:25][C:26]([OH:28])=O)[C:22](=[O:24])[N:23]=3)=[CH:11][CH:10]=2)=[CH:4][C:3]=1[C:29]([F:32])([F:31])[F:30].C(Cl)CCl.C1C=CC2N(O)N=NC=2C=1.[C:47]([NH:50][NH2:51])(=[O:49])[CH3:48]. The catalyst is C1COCC1. The product is [C:47]([NH:50][NH:51][C:26](=[O:28])[CH2:25][C:21]1[C:22](=[O:24])[N:23]=[C:18]([O:17][CH2:16][CH2:15][C:12]2[CH:13]=[CH:14][C:9]([O:8][C:5]3[CH:6]=[CH:7][C:2]([Cl:1])=[C:3]([C:29]([F:30])([F:32])[F:31])[CH:4]=3)=[CH:10][CH:11]=2)[NH:19][CH:20]=1)(=[O:49])[CH3:48]. The yield is 0.275. (7) The reactants are [O:1]=[C:2]([CH3:6])[CH2:3][C:4]#[N:5].[CH:7](OCC)(OCC)[O:8][CH2:9][CH3:10]. The catalyst is C(OC(=O)C)(=O)C. The product is [CH2:9]([O:8]/[CH:7]=[C:3](\[C:2](=[O:1])[CH3:6])/[C:4]#[N:5])[CH3:10]. The yield is 0.370. (8) The yield is 0.790. The reactants are FC(F)(F)C(O)=O.[CH3:8][O:9][C:10]1[CH:11]=[C:12]([CH2:16][CH2:17][N:18]2[CH2:23][CH2:22][CH:21]([CH2:24][C:25]3[CH:30]=[C:29]([O:31][CH3:32])[CH:28]=[CH:27][C:26]=3[CH:33](O)[CH3:34])[CH2:20][CH2:19]2)[CH:13]=[CH:14][CH:15]=1.C([SiH](CC)CC)C.C(=O)([O-])O.[Na+].COC1C=C(CCN2CCC(CC3C=C(OC)C=CC=3CC)CC2)C=CC=1.C([Si](CC)(CC)O)C.[ClH:83].C(OCC)C. The product is [ClH:83].[CH3:8][O:9][C:10]1[CH:11]=[C:12]([CH2:16][CH2:17][N:18]2[CH2:19][CH2:20][CH:21]([CH2:24][C:25]3[CH:30]=[C:29]([O:31][CH3:32])[CH:28]=[CH:27][C:26]=3[CH2:33][CH3:34])[CH2:22][CH2:23]2)[CH:13]=[CH:14][CH:15]=1. The catalyst is ClCCl.C(OCC)C.C(OCC)(=O)C.